Dataset: Catalyst prediction with 721,799 reactions and 888 catalyst types from USPTO. Task: Predict which catalyst facilitates the given reaction. Reactant: [C:1]([C:4]1[C:12]2[O:11][C:10]([C:13]3[CH:32]=[CH:31][C:16]([CH2:17][CH2:18][N:19](C)[C:20](=O)OCC4C=CC=CC=4)=[CH:15][CH:14]=3)=[N:9][C:8]=2[CH:7]=[CH:6][CH:5]=1)(=[O:3])[NH2:2].[H][H]. Product: [CH3:20][NH:19][CH2:18][CH2:17][C:16]1[CH:31]=[CH:32][C:13]([C:10]2[O:11][C:12]3[C:4]([C:1]([NH2:2])=[O:3])=[CH:5][CH:6]=[CH:7][C:8]=3[N:9]=2)=[CH:14][CH:15]=1. The catalyst class is: 19.